From a dataset of Catalyst prediction with 721,799 reactions and 888 catalyst types from USPTO. Predict which catalyst facilitates the given reaction. (1) Reactant: [CH2:1]([Li])[CH2:2][CH2:3][CH3:4].[CH2:6]([N:9](CC#C)[C:10](=[O:16])[O:11][C:12]([CH3:15])([CH3:14])[CH3:13])[CH:7]=[CH2:8].CN(C)P(N(C)C)(N(C)C)=O.IC. Product: [CH2:6]([N:9]([CH2:1][C:2]#[C:3][CH3:4])[C:10](=[O:16])[O:11][C:12]([CH3:15])([CH3:14])[CH3:13])[CH:7]=[CH2:8]. The catalyst class is: 188. (2) Reactant: [CH3:1][O:2][C:3]1[CH:38]=[C:37]([O:39][CH3:40])[CH:36]=[CH:35][C:4]=1[CH2:5][O:6][C:7](=[O:34])[C@H:8]([CH2:27][C:28]1[CH:33]=[CH:32][CH:31]=[CH:30][CH:29]=1)[NH:9]C(OCC1C2C(=CC=CC=2)C2C1=CC=CC=2)=O.C(NCC)C. Product: [CH3:1][O:2][C:3]1[CH:38]=[C:37]([O:39][CH3:40])[CH:36]=[CH:35][C:4]=1[CH2:5][O:6][C:7](=[O:34])[C@H:8]([CH2:27][C:28]1[CH:33]=[CH:32][CH:31]=[CH:30][CH:29]=1)[NH2:9]. The catalyst class is: 2.